Predict the product of the given reaction. From a dataset of Forward reaction prediction with 1.9M reactions from USPTO patents (1976-2016). (1) Given the reactants [Cl:1][C:2]1[C:7]([C:8]([O:10][CH2:11][CH3:12])=[O:9])=[CH:6][N:5]=[C:4](Cl)[CH:3]=1.[F:14][C:15]1[CH:20]=[CH:19][C:18]([Mg]Br)=[CH:17][CH:16]=1, predict the reaction product. The product is: [Cl:1][C:2]1[C:7]([C:8]([O:10][CH2:11][CH3:12])=[O:9])=[CH:6][N:5]=[C:4]([C:18]2[CH:19]=[CH:20][C:15]([F:14])=[CH:16][CH:17]=2)[CH:3]=1. (2) Given the reactants C1(C)C=CC=CC=1.[F:17][C:16]([F:19])([F:18])[C:15]([F:21])([F:20])[C:14](O[C:14](=[O:22])[C:15]([F:21])([F:20])[C:16]([F:19])([F:18])[F:17])=[O:22].[CH3:27][C:28]1[CH:29]=[C:30]([CH2:37][C:38](=[N:40]O)[NH2:39])[CH:31]=[CH:32][C:33]=1[N+:34]([O-:36])=[O:35].O, predict the reaction product. The product is: [CH3:27][C:28]1[CH:29]=[C:30]([CH:31]=[CH:32][C:33]=1[N+:34]([O-:36])=[O:35])[CH2:37][C:38]1[N:39]=[C:14]([C:15]([F:20])([F:21])[C:16]([F:17])([F:18])[F:19])[O:22][N:40]=1. (3) Given the reactants N1[CH:6]=[CH:5][CH:4]=[C:3]([C:7]2[CH:13]=[CH:12][CH:11]=[CH:10][C:8]=2[NH2:9])[CH:2]=1.N#CBr.C([OH:19])C, predict the reaction product. The product is: [NH:9]1[C:8]2[C:7](=[CH:13][CH:12]=[CH:11][CH:10]=2)[C:3]([CH:4]=[CH:5][CH:6]=[O:19])=[CH:2]1. (4) The product is: [CH3:22][Si:21]([CH3:24])([CH3:23])[O:12][C:8]1[C:9]2[C:4](=[CH:3][C:2]([O:1][Si:21]([CH3:24])([CH3:23])[CH3:22])=[CH:11][CH:10]=2)[CH2:5][CH2:6][CH:7]=1. Given the reactants [OH:1][C:2]1[CH:3]=[C:4]2[C:9](=[CH:10][CH:11]=1)[C:8](=[O:12])[CH2:7][CH2:6][CH2:5]2.C(C#N)(C)=O.[Na+].[I-].Cl[Si:21]([CH3:24])([CH3:23])[CH3:22], predict the reaction product. (5) Given the reactants [CH2:1]([O:3][C:4]1[CH:5]=[N:6][C:7]([C:10]2[CH:11]=[C:12]([CH:26]=[CH:27][CH:28]=2)[CH2:13][C:14]2[C:19](=[O:20])[CH:18]=[CH:17][N:16]([C:21]3[CH:22]=[N:23][NH:24][CH:25]=3)[N:15]=2)=[N:8][CH:9]=1)[CH3:2].Br[CH2:30][CH2:31][C:32]#[N:33].C([O-])([O-])=O.[Cs+].[Cs+], predict the reaction product. The product is: [CH2:1]([O:3][C:4]1[CH:9]=[N:8][C:7]([C:10]2[CH:11]=[C:12]([CH:13]([C:14]3[C:19](=[O:20])[CH:18]=[CH:17][N:16]([C:21]4[CH:22]=[N:23][NH:24][CH:25]=4)[N:15]=3)[CH2:30][CH2:31][C:32]#[N:33])[CH:26]=[CH:27][CH:28]=2)=[N:6][CH:5]=1)[CH3:2]. (6) Given the reactants [Br:1][C:2]1[C:11]2[CH2:10][CH2:9][CH2:8][CH2:7][C:6]=2[CH:5]=[C:4]2[C:12](=O)[CH:13]([CH3:15])[CH2:14][C:3]=12.[BH4-].[Na+].O.Cl, predict the reaction product. The product is: [Br:1][C:2]1[C:11]2[CH2:10][CH2:9][CH2:8][CH2:7][C:6]=2[CH:5]=[C:4]2[CH:12]=[C:13]([CH3:15])[CH2:14][C:3]=12.